From a dataset of Full USPTO retrosynthesis dataset with 1.9M reactions from patents (1976-2016). Predict the reactants needed to synthesize the given product. (1) Given the product [C:27]([C:24]1[N:25]=[CH:26][C:21]([C:9]2[N:8]([C:6]([O:5][C:1]([CH3:4])([CH3:3])[CH3:2])=[O:7])[C:16]3[C:11]([CH:10]=2)=[CH:12][CH:13]=[CH:14][CH:15]=3)=[CH:22][CH:23]=1)(=[O:28])[NH2:29], predict the reactants needed to synthesize it. The reactants are: [C:1]([O:5][C:6]([N:8]1[C:16]2[C:11](=[CH:12][CH:13]=[CH:14][CH:15]=2)[CH:10]=[C:9]1B(O)O)=[O:7])([CH3:4])([CH3:3])[CH3:2].Br[C:21]1[CH:22]=[CH:23][C:24]([C:27]([NH2:29])=[O:28])=[N:25][CH:26]=1.C([O-])([O-])=O.[Na+].[Na+].O. (2) The reactants are: [BH4-].[Na+].[Si:3]([O:10][CH2:11][C:12]1[C:13]2[N:14]([N:20]=[C:21]([C:23]([F:26])([F:25])[F:24])[CH:22]=2)[C:15]([CH:18]=[O:19])=[CH:16][CH:17]=1)([C:6]([CH3:9])([CH3:8])[CH3:7])([CH3:5])[CH3:4].[Cl-].[NH4+]. Given the product [Si:3]([O:10][CH2:11][C:12]1[C:13]2[N:14]([N:20]=[C:21]([C:23]([F:24])([F:25])[F:26])[CH:22]=2)[C:15]([CH2:18][OH:19])=[CH:16][CH:17]=1)([C:6]([CH3:9])([CH3:7])[CH3:8])([CH3:5])[CH3:4], predict the reactants needed to synthesize it. (3) Given the product [NH:17]1[C:18]2[CH:24]=[CH:23][CH:22]=[CH:21][C:19]=2[N:20]=[C:16]1[CH2:15][NH:14][CH:9]1[C:10]2[N:1]=[CH:2][CH:3]=[CH:4][C:5]=2[CH2:6][CH2:7][CH2:8]1, predict the reactants needed to synthesize it. The reactants are: [N:1]1[C:10]2[C:9](=O)[CH2:8][CH2:7][CH2:6][C:5]=2[CH:4]=[CH:3][CH:2]=1.Cl.Cl.[NH2:14][CH2:15][C:16]1[NH:17][C:18]2[CH:24]=[CH:23][CH:22]=[CH:21][C:19]=2[N:20]=1.[BH4-].[Na+]. (4) Given the product [Cl:1][C:2]1[CH:17]=[CH:16][C:5]([O:6][CH2:7][CH2:8][CH:9]([S:37][C:34]2[CH:35]=[CH:36][C:31]([O:30][CH2:29][C:28]([OH:39])=[O:27])=[C:32]([CH3:38])[CH:33]=2)[CH3:10])=[C:4]([O:18][C:19]2[CH:20]=[CH:21][CH:22]=[CH:23][CH:24]=2)[CH:3]=1, predict the reactants needed to synthesize it. The reactants are: [Cl:1][C:2]1[CH:17]=[CH:16][C:5]([O:6][CH2:7][CH2:8][C@@H:9](OS(C)(=O)=O)[CH3:10])=[C:4]([O:18][C:19]2[CH:24]=[CH:23][CH:22]=[CH:21][CH:20]=2)[CH:3]=1.C([O:27][C:28](=[O:39])[CH2:29][O:30][C:31]1[CH:36]=[CH:35][C:34]([SH:37])=[CH:33][C:32]=1[CH3:38])C.